Predict the product of the given reaction. From a dataset of Forward reaction prediction with 1.9M reactions from USPTO patents (1976-2016). (1) Given the reactants [Br:1][C:2]1[CH:7]=[CH:6][C:5]([Cl:8])=[CH:4][C:3]=1[C:9]1[CH:14]=[CH:13][N:12]([CH:15]([CH3:32])[C:16]([NH:18][C:19]2[CH:31]=[CH:30][C:22]([C:23]([O:25]C(C)(C)C)=[O:24])=[CH:21][CH:20]=2)=[O:17])[C:11](=[O:33])[CH:10]=1.C(O)(C(F)(F)F)=O, predict the reaction product. The product is: [Br:1][C:2]1[CH:7]=[CH:6][C:5]([Cl:8])=[CH:4][C:3]=1[C:9]1[CH:14]=[CH:13][N:12]([CH:15]([CH3:32])[C:16]([NH:18][C:19]2[CH:20]=[CH:21][C:22]([C:23]([OH:25])=[O:24])=[CH:30][CH:31]=2)=[O:17])[C:11](=[O:33])[CH:10]=1. (2) Given the reactants [CH:1]1([CH2:4][O:5][C:6]2[CH:7]=[CH:8][CH:9]=[C:10]3[C:15]=2[N:14]=[C:13]([CH:16]=O)[CH:12]=[CH:11]3)[CH2:3][CH2:2]1.[CH3:18][N:19]([C@H:27]1[CH2:31][CH2:30][N:29]([CH:32]([C:37]2[CH:38]=[N:39][C:40]([NH:43][NH2:44])=[CH:41][CH:42]=2)[C:33]([F:36])([F:35])[F:34])[CH2:28]1)C(=O)OC(C)(C)C.C(O)(=O)C.C(O)(=O)C.IC1C=CC=CC=1, predict the reaction product. The product is: [CH:1]1([CH2:4][O:5][C:6]2[CH:7]=[CH:8][CH:9]=[C:10]3[C:15]=2[N:14]=[C:13]([C:16]2[N:39]4[CH:38]=[C:37]([CH:32]([N:29]5[CH2:30][CH2:31][C@H:27]([NH:19][CH3:18])[CH2:28]5)[C:33]([F:34])([F:36])[F:35])[CH:42]=[CH:41][C:40]4=[N:43][N:44]=2)[CH:12]=[CH:11]3)[CH2:3][CH2:2]1. (3) Given the reactants Cl[C:2]1[N:3]=[CH:4][C:5]2[N:11]([CH3:12])[C:10](=[O:13])[C:9]([F:15])([F:14])[CH2:8][N:7]([CH:16]([CH3:18])[CH3:17])[C:6]=2[N:19]=1.[NH2:20][C:21]1[CH:36]=[CH:35][C:24]([C:25]([NH:27][CH:28]2[CH2:33][CH2:32][N:31]([CH3:34])[CH2:30][CH2:29]2)=[O:26])=[CH:23][C:22]=1[O:37][CH3:38].O.C1(C)C=CC(S(O)(=O)=O)=CC=1.C(=O)([O-])[O-].[Na+].[Na+], predict the reaction product. The product is: [F:14][C:9]1([F:15])[CH2:8][N:7]([CH:16]([CH3:18])[CH3:17])[C:6]2[N:19]=[C:2]([NH:20][C:21]3[CH:36]=[CH:35][C:24]([C:25]([NH:27][CH:28]4[CH2:29][CH2:30][N:31]([CH3:34])[CH2:32][CH2:33]4)=[O:26])=[CH:23][C:22]=3[O:37][CH3:38])[N:3]=[CH:4][C:5]=2[N:11]([CH3:12])[C:10]1=[O:13]. (4) The product is: [NH:14]([C:2]1[CH:10]=[CH:9][C:5]([C:6]([OH:8])=[O:7])=[CH:4][C:3]=1[N+:11]([O-:13])=[O:12])[C:15]1[CH:20]=[CH:19][CH:18]=[CH:17][CH:16]=1. Given the reactants F[C:2]1[CH:10]=[CH:9][C:5]([C:6]([OH:8])=[O:7])=[CH:4][C:3]=1[N+:11]([O-:13])=[O:12].[NH2:14][C:15]1[CH:20]=[CH:19][CH:18]=[CH:17][CH:16]=1.Cl, predict the reaction product. (5) Given the reactants [C:1]([O:5][C:6]([CH2:8][N:9]1[C:17]2[C:12](=[CH:13][CH:14]=[CH:15][CH:16]=2)[CH:11]=[C:10]1[C:18]([NH:20][C@H:21]([C:25]([NH:27][CH:28]([CH:37]([OH:50])[CH2:38][O:39][C:40]1[C:45]([F:46])=[C:44]([F:47])[CH:43]=[C:42]([F:48])[C:41]=1[F:49])[CH2:29][C:30]([O:32][C:33]([CH3:36])([CH3:35])[CH3:34])=[O:31])=[O:26])[CH:22]([CH3:24])[CH3:23])=[O:19])=[O:7])([CH3:4])([CH3:3])[CH3:2].CC(OI1(OC(C)=O)(OC(C)=O)OC(=O)C2C=CC=CC1=2)=O, predict the reaction product. The product is: [C:1]([O:5][C:6]([CH2:8][N:9]1[C:17]2[C:12](=[CH:13][CH:14]=[CH:15][CH:16]=2)[CH:11]=[C:10]1[C:18]([NH:20][C@H:21]([C:25]([NH:27][CH:28]([C:37](=[O:50])[CH2:38][O:39][C:40]1[C:45]([F:46])=[C:44]([F:47])[CH:43]=[C:42]([F:48])[C:41]=1[F:49])[CH2:29][C:30]([O:32][C:33]([CH3:34])([CH3:35])[CH3:36])=[O:31])=[O:26])[CH:22]([CH3:24])[CH3:23])=[O:19])=[O:7])([CH3:3])([CH3:4])[CH3:2]. (6) Given the reactants [P:1](=[S:5])([OH:4])([OH:3])[SH:2].[OH-].[Ca+2:7].[OH-].C(OCCOCCOCCO)CCC.OO, predict the reaction product. The product is: [P:1]([O-:4])([O-:3])([S-:5])=[S:2].[Ca+2:7].[P:1]([O-:4])([O-:3])([S-:5])=[S:2].[Ca+2:7].[Ca+2:7]. (7) Given the reactants [NH2:1][C:2]1[N:7]=[CH:6][N:5]=[C:4]2[N:8]([C@H:18]3[CH2:23][CH2:22][C@@H:21]([N:24]4[CH2:29][CH2:28][N:27]([CH3:30])[CH2:26][CH2:25]4)[CH2:20][CH2:19]3)[N:9]=[C:10]([C:11]3[CH:16]=[CH:15][C:14]([OH:17])=[CH:13][CH:12]=3)[C:3]=12.F[C:32]1[CH:39]=[CH:38][CH:37]=[C:36]([S:40][C:41]2[CH:46]=[CH:45][CH:44]=[CH:43][N:42]=2)[C:33]=1[C:34]#[N:35].C(=O)([O-])[O-].[K+].[K+].[OH-].[Na+], predict the reaction product. The product is: [NH2:1][C:2]1[N:7]=[CH:6][N:5]=[C:4]2[N:8]([C@H:18]3[CH2:23][CH2:22][C@@H:21]([N:24]4[CH2:25][CH2:26][N:27]([CH3:30])[CH2:28][CH2:29]4)[CH2:20][CH2:19]3)[N:9]=[C:10]([C:11]3[CH:16]=[CH:15][C:14]([O:17][C:32]4[CH:39]=[CH:38][CH:37]=[C:36]([S:40][C:41]5[CH:46]=[CH:45][CH:44]=[CH:43][N:42]=5)[C:33]=4[C:34]#[N:35])=[CH:13][CH:12]=3)[C:3]=12.